Dataset: Forward reaction prediction with 1.9M reactions from USPTO patents (1976-2016). Task: Predict the product of the given reaction. (1) The product is: [CH2:13]([O:20][C:21]1[CH:48]=[C:47]([O:49][CH2:50][CH2:51][N:7]2[CH2:12][CH2:11][O:10][CH2:9][CH2:8]2)[CH:46]=[CH:45][C:22]=1[C:23]([NH:25][C:26]1[CH:38]=[C:37]([C:39]2[CH:44]=[CH:43][CH:42]=[CH:41][CH:40]=2)[CH:36]=[CH:35][C:27]=1[C:28]([O:30][C:31]([CH3:34])([CH3:33])[CH3:32])=[O:29])=[O:24])[C:14]1[CH:15]=[CH:16][CH:17]=[CH:18][CH:19]=1. Given the reactants C(=O)([O-])[O-].[K+].[K+].[NH:7]1[CH2:12][CH2:11][O:10][CH2:9][CH2:8]1.[CH2:13]([O:20][C:21]1[CH:48]=[C:47]([O:49][CH2:50][CH2:51]Br)[CH:46]=[CH:45][C:22]=1[C:23]([NH:25][C:26]1[CH:38]=[C:37]([C:39]2[CH:44]=[CH:43][CH:42]=[CH:41][CH:40]=2)[CH:36]=[CH:35][C:27]=1[C:28]([O:30][C:31]([CH3:34])([CH3:33])[CH3:32])=[O:29])=[O:24])[C:14]1[CH:19]=[CH:18][CH:17]=[CH:16][CH:15]=1.C(=O)(O)[O-].[Na+], predict the reaction product. (2) Given the reactants [CH2:1]([S:3]([C:6]1[CH:13]=[C:12]([N:14]2[CH2:19][CH2:18][O:17][CH2:16][CH2:15]2)[CH:11]=[C:10]([CH3:20])[C:7]=1[C:8]#[N:9])(=[O:5])=[O:4])[CH3:2].N.S(=O)(=O)(O)[OH:23], predict the reaction product. The product is: [CH2:1]([S:3]([C:6]1[CH:13]=[C:12]([N:14]2[CH2:15][CH2:16][O:17][CH2:18][CH2:19]2)[CH:11]=[C:10]([CH3:20])[C:7]=1[C:8]([NH2:9])=[O:23])(=[O:5])=[O:4])[CH3:2].